This data is from Forward reaction prediction with 1.9M reactions from USPTO patents (1976-2016). The task is: Predict the product of the given reaction. (1) Given the reactants [C:1]1([CH:8]=[CH:7][C:5]([OH:6])=[CH:4][CH:3]=1)O.[CH2:9]([NH2:12])[CH:10]=C.C=O, predict the reaction product. The product is: [O:6]1[C:5]2[CH:4]=[CH:3][CH:1]=[CH:8][C:7]=2[CH:10]=[CH:9][NH:12]1. (2) Given the reactants [C:1](=[O:14])([O:8][CH2:9][CH2:10][CH:11]([CH3:13])[CH3:12])[O:2][CH2:3][CH2:4][CH:5]([CH3:7])[CH3:6].CC(C)CCOC(=O)NCCCCCCNC(=O)OCCC(C)C, predict the reaction product. The product is: [CH3:12][CH:11]([CH3:13])[CH2:10][CH2:9][O:8][C:1](=[O:14])[O:2][CH2:3][CH2:4][CH:5]([CH3:7])[CH3:6].[C:1](=[O:14])([O:2][CH2:3][CH2:4][CH:5]([CH3:7])[CH3:6])[O:8][CH2:9][CH2:10][CH:11]([CH3:13])[CH3:12]. (3) Given the reactants [CH3:1][O:2][C:3]1[CH:12]=[C:11]2[C:6]([CH2:7][CH2:8][CH2:9][C:10]2=O)=[CH:5][CH:4]=1.Cl.[NH2:15][OH:16], predict the reaction product. The product is: [CH3:1][O:2][C:3]1[CH:12]=[C:11]2[C:6]([CH2:7][CH2:8][CH2:9][C:10]2=[N:15][OH:16])=[CH:5][CH:4]=1. (4) Given the reactants [CH3:1][C:2]1[CH:3]=[C:4]([CH:8]=[CH:9][C:10]=1[N+:11]([O-:13])=[O:12])[CH2:5][NH:6][NH2:7].C(O[CH:17]=[CH:18][C:19](=O)[C:20]([F:26])([F:25])[C:21]([F:24])([F:23])[F:22])C.C1(C)C=CC(S(O)(=O)=O)=CC=1, predict the reaction product. The product is: [CH3:1][C:2]1[CH:3]=[C:4]([CH:8]=[CH:9][C:10]=1[N+:11]([O-:13])=[O:12])[CH2:5][N:6]1[C:19]([C:20]([F:26])([F:25])[C:21]([F:24])([F:23])[F:22])=[CH:18][CH:17]=[N:7]1.[CH3:1][C:2]1[CH:3]=[C:4]([CH:8]=[CH:9][C:10]=1[N+:11]([O-:13])=[O:12])[CH2:5][N:6]1[CH:17]=[CH:18][C:19]([C:20]([F:26])([F:25])[C:21]([F:24])([F:23])[F:22])=[N:7]1. (5) Given the reactants [CH:1]1[C:10]2[C:5](=[CH:6][CH:7]=[CH:8][CH:9]=2)[CH:4]=[CH:3][C:2]=1[S:11]([CH:14]1[CH2:19][CH2:18][NH:17][CH2:16][CH2:15]1)(=[O:13])=[O:12].Cl[C:21]1[C:26]([Cl:27])=[CH:25][CH:24]=[CH:23][N:22]=1, predict the reaction product. The product is: [Cl:27][C:26]1[C:21]([N:17]2[CH2:18][CH2:19][CH:14]([S:11]([C:2]3[CH:3]=[CH:4][C:5]4[C:10](=[CH:9][CH:8]=[CH:7][CH:6]=4)[CH:1]=3)(=[O:12])=[O:13])[CH2:15][CH2:16]2)=[N:22][CH:23]=[CH:24][CH:25]=1. (6) The product is: [CH:1]([C:4]1[C:11]([C:12]2[CH:17]=[CH:16][CH:15]=[CH:14][CH:13]=2)=[CH:10][C:7]([C:8]#[N:9])=[C:6]([N:18]2[CH2:23][CH2:22][N:21]([C:31]([C:30]3[CH:29]=[CH:28][O:27][C:26]=3[CH3:25])=[O:32])[C@H:20]([CH3:24])[CH2:19]2)[N:5]=1)([CH3:3])[CH3:2]. Given the reactants [CH:1]([C:4]1[C:11]([C:12]2[CH:17]=[CH:16][CH:15]=[CH:14][CH:13]=2)=[CH:10][C:7]([C:8]#[N:9])=[C:6]([N:18]2[CH2:23][CH2:22][NH:21][C@H:20]([CH3:24])[CH2:19]2)[N:5]=1)([CH3:3])[CH3:2].[CH3:25][C:26]1[O:27][CH:28]=[CH:29][C:30]=1[C:31](O)=[O:32].CCN=C=NCCCN(C)C.C1C=CC2N(O)N=NC=2C=1.C(N(CC)CC)C, predict the reaction product. (7) Given the reactants [Cl:1][C:2]1[C:3]([N+:11]([O-:13])=[O:12])=[C:4]([CH:8]=[CH:9][CH:10]=1)[C:5]([OH:7])=O.C(Cl)(=O)C(Cl)=O.CN(C=O)C.[C:25]1([CH3:33])[CH:30]=[CH:29][CH:28]=[C:27]([Mg]Br)[CH:26]=1, predict the reaction product. The product is: [Cl:1][C:2]1[C:3]([N+:11]([O-:13])=[O:12])=[C:4]([C:5]([C:27]2[CH:26]=[C:25]([CH3:33])[CH:30]=[CH:29][CH:28]=2)=[O:7])[CH:8]=[CH:9][CH:10]=1. (8) Given the reactants [NH2:1][C:2]1[C:11]([N+:12]([O-])=O)=[C:10]([C:15]([F:18])([F:17])[F:16])[CH:9]=[CH:8][C:3]=1[C:4]([O:6][CH3:7])=[O:5].C([O-])=O.[NH4+], predict the reaction product. The product is: [NH2:1][C:2]1[C:11]([NH2:12])=[C:10]([C:15]([F:16])([F:17])[F:18])[CH:9]=[CH:8][C:3]=1[C:4]([O:6][CH3:7])=[O:5]. (9) Given the reactants S([Cl:5])(C)(=O)=O.[O:6]1[C:10]2[CH:11]=[CH:12][CH:13]=[CH:14][C:9]=2[CH:8]=[C:7]1[C:15]1[N:24]=[C:23]([NH:25][CH2:26][CH2:27][CH2:28]O)[C:22]2[C:17](=[CH:18][CH:19]=[CH:20][CH:21]=2)[N:16]=1.C(N(CC)CC)C.[CH:37]1([NH2:40])[CH2:39][CH2:38]1.[ClH:41], predict the reaction product. The product is: [ClH:5].[ClH:41].[O:6]1[C:10]2[CH:11]=[CH:12][CH:13]=[CH:14][C:9]=2[CH:8]=[C:7]1[C:15]1[N:24]=[C:23]([NH:25][CH2:26][CH2:27][CH2:28][NH:40][CH:37]2[CH2:39][CH2:38]2)[C:22]2[C:17](=[CH:18][CH:19]=[CH:20][CH:21]=2)[N:16]=1.